This data is from Forward reaction prediction with 1.9M reactions from USPTO patents (1976-2016). The task is: Predict the product of the given reaction. (1) The product is: [CH3:8][S:9]([O:13][CH2:14][C:15]1[CH:16]=[CH:17][CH:18]=[C:19]([C:21](=[O:22])[N:23]([O:25][CH3:26])[CH3:24])[N:20]=1)(=[O:11])=[O:10]. Given the reactants C(N(CC)CC)C.[CH3:8][S:9](Cl)(=[O:11])=[O:10].[OH:13][CH2:14][C:15]1[N:20]=[C:19]([C:21]([N:23]([O:25][CH3:26])[CH3:24])=[O:22])[CH:18]=[CH:17][CH:16]=1.C(=O)([O-])O.[Na+], predict the reaction product. (2) Given the reactants [NH2:1][CH:2]([C:5]1[C:6](=[O:14])[NH:7][C:8]([CH:11]2[CH2:13][CH2:12]2)=[N:9][N:10]=1)[CH2:3][CH3:4].[CH:15]1([C:20](Cl)=[O:21])[CH2:19][CH2:18][CH2:17][CH2:16]1, predict the reaction product. The product is: [CH:11]1([C:8]2[NH:7][C:6](=[O:14])[C:5]([CH:2]([NH:1][C:20]([CH:15]3[CH2:19][CH2:18][CH2:17][CH2:16]3)=[O:21])[CH2:3][CH3:4])=[N:10][N:9]=2)[CH2:13][CH2:12]1.